The task is: Predict the reactants needed to synthesize the given product.. This data is from Full USPTO retrosynthesis dataset with 1.9M reactions from patents (1976-2016). (1) Given the product [F:29][C:28]([F:31])([F:30])[C:26]1[CH:25]=[C:5]([CH:4]=[C:3]([C:2]([F:1])([F:32])[F:33])[CH:27]=1)[CH2:6][N:7]([CH3:24])[C@@H:8]1[CH2:12][N:11]([CH2:13][C:14]2[CH:19]=[CH:18][CH:17]=[C:16]([Cl:20])[CH:15]=2)[C@H:10]([C:21]([N:44]2[CH2:43][CH2:42][N:41]([C:36]3[CH:37]=[CH:38][CH:39]=[CH:40][C:35]=3[F:34])[CH2:46][CH2:45]2)=[O:23])[CH2:9]1, predict the reactants needed to synthesize it. The reactants are: [F:1][C:2]([F:33])([F:32])[C:3]1[CH:4]=[C:5]([CH:25]=[C:26]([C:28]([F:31])([F:30])[F:29])[CH:27]=1)[CH2:6][N:7]([CH3:24])[C@@H:8]1[CH2:12][N:11]([CH2:13][C:14]2[CH:19]=[CH:18][CH:17]=[C:16]([Cl:20])[CH:15]=2)[C@H:10]([C:21]([OH:23])=O)[CH2:9]1.[F:34][C:35]1[CH:40]=[CH:39][CH:38]=[CH:37][C:36]=1[N:41]1[CH2:46][CH2:45][NH:44][CH2:43][CH2:42]1. (2) Given the product [NH2:1][C:2]1[N:3]([CH3:24])[C:4](=[O:23])[C:5]2([C:15]3[C:10](=[CH:11][CH:12]=[C:13]([C:36]4[CH:37]=[C:32]([CH:33]=[CH:34][CH:35]=4)[C:30]([NH:29][CH2:28][CH2:27][C:25]#[N:26])=[O:31])[CH:14]=3)[O:9][CH:8]([C:17]3[CH:22]=[CH:21][CH:20]=[CH:19][CH:18]=3)[CH2:7]2)[N:6]=1, predict the reactants needed to synthesize it. The reactants are: [NH2:1][C:2]1[N:3]([CH3:24])[C:4](=[O:23])[C:5]2([C:15]3[C:10](=[CH:11][CH:12]=[C:13](Br)[CH:14]=3)[O:9][CH:8]([C:17]3[CH:22]=[CH:21][CH:20]=[CH:19][CH:18]=3)[CH2:7]2)[N:6]=1.[C:25]([CH2:27][CH2:28][NH:29][C:30]([C:32]1[CH:33]=[C:34](B(O)O)[CH:35]=[CH:36][CH:37]=1)=[O:31])#[N:26]. (3) Given the product [Cl:1][C:2]1[C:7]([NH:8][C:30](=[O:32])[CH3:31])=[CH:6][C:5]([C:9]2[CH:14]=[CH:13][N:12]=[C:11]([S:15][CH3:16])[N:10]=2)=[C:4]([C:17]2[CH:22]=[CH:21][C:20]([F:23])=[CH:19][CH:18]=2)[N:3]=1, predict the reactants needed to synthesize it. The reactants are: [Cl:1][C:2]1[C:7]([NH2:8])=[CH:6][C:5]([C:9]2[CH:14]=[CH:13][N:12]=[C:11]([S:15][CH3:16])[N:10]=2)=[C:4]([C:17]2[CH:22]=[CH:21][C:20]([F:23])=[CH:19][CH:18]=2)[N:3]=1.N1C=CC=CC=1.[C:30](Cl)(=[O:32])[CH3:31].C([O-])(O)=O.[Na+]. (4) Given the product [OH:36][CH2:37][C:38]1[S:42][C:41]([C:27]2[CH:26]=[C:25]([N:30]3[CH2:31][CH2:32][O:33][CH2:34][CH2:35]3)[N:24]=[C:23]([C:19]3[CH:20]=[CH:21][CH:22]=[C:17]([NH:16][C:14]([CH:11]4[CH2:10][CH2:9][NH:8][CH2:13][CH2:12]4)=[O:15])[CH:18]=3)[N:28]=2)=[CH:40][CH:39]=1, predict the reactants needed to synthesize it. The reactants are: C(OC([N:8]1[CH2:13][CH2:12][CH:11]([C:14]([NH:16][C:17]2[CH:18]=[C:19]([C:23]3[N:28]=[C:27](Cl)[CH:26]=[C:25]([N:30]4[CH2:35][CH2:34][O:33][CH2:32][CH2:31]4)[N:24]=3)[CH:20]=[CH:21][CH:22]=2)=[O:15])[CH2:10][CH2:9]1)=O)(C)(C)C.[OH:36][CH2:37][C:38]1[S:42][C:41](B(O)O)=[CH:40][CH:39]=1.[F-].[Cs+].C(Cl)Cl. (5) Given the product [CH3:1][O:2][C:3]1[CH:11]=[C:10]2[C:6](=[CH:5][CH:4]=1)[C:7](=[O:16])[CH2:8][C:9]2([CH3:13])[CH3:12], predict the reactants needed to synthesize it. The reactants are: [CH3:1][O:2][C:3]1[CH:11]=[C:10]2[C:6]([CH2:7][CH2:8][C:9]2([CH3:13])[CH3:12])=[CH:5][CH:4]=1.C(O)(=[O:16])C. (6) Given the product [CH:1]1[C:6]([C:7]#[N:8])=[CH:5][C:4]2[C:9]([CH2:12][CH2:13][CH2:14][CH2:15][N:16]3[CH2:17][CH2:18][N:19]([C:22]4[CH:23]=[CH:24][C:25]5[O:30][C:29]([C:31]([NH2:33])=[O:32])=[CH:28][C:26]=5[CH:27]=4)[CH2:20][CH2:21]3)=[CH:10][NH:11][C:3]=2[CH:2]=1, predict the reactants needed to synthesize it. The reactants are: [CH:1]1[C:6]([C:7]#[N:8])=[CH:5][C:4]2[C:9]([CH2:12][CH2:13][CH2:14][CH2:15][N:16]3[CH2:21][CH2:20][N:19]([C:22]4[CH:23]=[CH:24][C:25]5[O:30][C:29]([C:31]([NH2:33])=[O:32])=[CH:28][C:26]=5[CH:27]=4)[CH2:18][CH2:17]3)=[CH:10][NH:11][C:3]=2[CH:2]=1.Cl.Cl.N1(C2C=CC3OC(C(OCC)=O)=CC=3C=2)CCNCC1.ClCCCCC1C2C(=CC=C(C#N)C=2)NC=1.C(=O)([O-])[O-].[K+].[K+].C(C1C=C2C(=CC=1)NC=C2CCCCN1CCN(C2C=CC3OC(C(OCC)=O)=CC=3C=2)CC1)#N.N.[I-].C[N+]1C=CC=CC=1Cl.C(N(C(C)C)C(C)C)C. (7) Given the product [NH:23]1[CH2:24][CH:21]([O:20][C:17]2[CH:18]=[C:19]3[C:14](=[CH:15][C:16]=2[OH:32])[N:13]=[CH:12][N:11]=[C:10]3[NH:9][C:4]2[CH:5]=[CH:6][C:7]([F:8])=[C:2]([Cl:1])[C:3]=2[F:33])[CH2:22]1, predict the reactants needed to synthesize it. The reactants are: [Cl:1][C:2]1[C:3]([F:33])=[C:4]([NH:9][C:10]2[C:19]3[C:14](=[CH:15][C:16]([OH:32])=[C:17]([O:20][CH:21]4[CH2:24][N:23](C(OCCCC)=O)[CH2:22]4)[CH:18]=3)[N:13]=[CH:12][N:11]=2)[CH:5]=[CH:6][C:7]=1[F:8].